From a dataset of Reaction yield outcomes from USPTO patents with 853,638 reactions. Predict the reaction yield, written as a fraction of the theoretical maximum amount of product (1.0 means a 100% yield; for example, 0.34 means a 34% yield). (1) The catalyst is ClCCl. The reactants are C(N(CC)CC)C.[CH:8]1[C:17]2[C:12](=[CH:13][CH:14]=[CH:15][CH:16]=2)[CH:11]=[CH:10][C:9]=1[S:18](Cl)(=[O:20])=[O:19].[OH:22][CH2:23][CH2:24][CH2:25][CH:26]([C:56]([O:58][C:59]([CH3:62])([CH3:61])[CH3:60])=[O:57])[CH2:27][C@@H:28]([C:49]([O:51][C:52]([CH3:55])([CH3:54])[CH3:53])=[O:50])[NH:29][C:30]([C:43]1[CH:48]=[CH:47][CH:46]=[CH:45][CH:44]=1)([C:37]1[CH:42]=[CH:41][CH:40]=[CH:39][CH:38]=1)[C:31]1[CH:36]=[CH:35][CH:34]=[CH:33][CH:32]=1. The product is [CH:8]1[C:17]2[C:12](=[CH:13][CH:14]=[CH:15][CH:16]=2)[CH:11]=[CH:10][C:9]=1[S:18]([O:22][CH2:23][CH2:24][CH2:25][CH:26]([C:56]([O:58][C:59]([CH3:62])([CH3:61])[CH3:60])=[O:57])[CH2:27][C@@H:28]([C:49]([O:51][C:52]([CH3:54])([CH3:55])[CH3:53])=[O:50])[NH:29][C:30]([C:31]1[CH:36]=[CH:35][CH:34]=[CH:33][CH:32]=1)([C:43]1[CH:48]=[CH:47][CH:46]=[CH:45][CH:44]=1)[C:37]1[CH:38]=[CH:39][CH:40]=[CH:41][CH:42]=1)(=[O:19])=[O:20]. The yield is 0.780. (2) The reactants are [O:1]=[C:2]1[C:10]2([C:22]3[C:13](=[CH:14][C:15]4[O:20][CH2:19][CH2:18][O:17][C:16]=4[CH:21]=3)[O:12][CH2:11]2)[C:9]2[C:4](=[CH:5][CH:6]=[CH:7][CH:8]=2)[N:3]1[CH2:23][C:24]1[CH:25]=[C:26]([CH:31]=[CH:32][CH:33]=1)[C:27]([O:29]C)=[O:28].[OH-].[Li+]. The catalyst is O1CCCC1.O. The product is [O:1]=[C:2]1[C:10]2([C:22]3[C:13](=[CH:14][C:15]4[O:20][CH2:19][CH2:18][O:17][C:16]=4[CH:21]=3)[O:12][CH2:11]2)[C:9]2[C:4](=[CH:5][CH:6]=[CH:7][CH:8]=2)[N:3]1[CH2:23][C:24]1[CH:25]=[C:26]([CH:31]=[CH:32][CH:33]=1)[C:27]([OH:29])=[O:28]. The yield is 0.990.